From a dataset of Forward reaction prediction with 1.9M reactions from USPTO patents (1976-2016). Predict the product of the given reaction. (1) Given the reactants Cl.[C:2]1([CH3:10])[CH:7]=[CH:6][C:5]([NH:8]N)=[CH:4][CH:3]=1.Br[CH2:12][CH2:13][C:14]1[CH:15]=[CH:16][C:17]([CH3:20])=[N:18][CH:19]=1.C(N(CC)CC)C.O=[C:29]1[CH2:34][CH2:33][N:32]([C:35]([O:37][CH2:38][C:39]([Cl:42])([Cl:41])[Cl:40])=[O:36])[CH2:31][CH2:30]1, predict the reaction product. The product is: [CH3:10][C:2]1[CH:7]=[CH:6][C:5]2[N:8]([CH2:12][CH2:13][C:14]3[CH:19]=[N:18][C:17]([CH3:20])=[CH:16][CH:15]=3)[C:29]3[CH2:34][CH2:33][N:32]([C:35]([O:37][CH2:38][C:39]([Cl:42])([Cl:40])[Cl:41])=[O:36])[CH2:31][C:30]=3[C:4]=2[CH:3]=1. (2) Given the reactants [CH2:1]([O:8][C:9]1[CH:10]=[CH:11][C:12]([O:15]C)=[N:13][CH:14]=1)[C:2]1[CH:7]=[CH:6][CH:5]=[CH:4][CH:3]=1.I[CH2:18][CH3:19], predict the reaction product. The product is: [CH2:1]([O:8][C:9]1[CH:10]=[CH:11][C:12](=[O:15])[N:13]([CH2:18][CH3:19])[CH:14]=1)[C:2]1[CH:3]=[CH:4][CH:5]=[CH:6][CH:7]=1. (3) Given the reactants [CH3:1][N:2]([CH3:48])[CH2:3][CH2:4][CH2:5][N:6]1[CH:10]=[C:9]([C:11]2[C:19]3[C:18]([NH:20][C@H:21]([C:23]4[N:28]([C:29]5[CH:34]=[CH:33][CH:32]=[CH:31][CH:30]=5)[C:27](=[O:35])[C:26]5=[C:36]([CH3:39])[CH:37]=[CH:38][N:25]5[N:24]=4)[CH3:22])=[N:17][CH:16]=[N:15][C:14]=3[N:13](COCC[Si](C)(C)C)[CH:12]=2)[CH:8]=[N:7]1.FC(F)(F)C(O)=O.N, predict the reaction product. The product is: [CH3:48][N:2]([CH3:1])[CH2:3][CH2:4][CH2:5][N:6]1[CH:10]=[C:9]([C:11]2[C:19]3[C:18]([NH:20][C@H:21]([C:23]4[N:28]([C:29]5[CH:34]=[CH:33][CH:32]=[CH:31][CH:30]=5)[C:27](=[O:35])[C:26]5=[C:36]([CH3:39])[CH:37]=[CH:38][N:25]5[N:24]=4)[CH3:22])=[N:17][CH:16]=[N:15][C:14]=3[NH:13][CH:12]=2)[CH:8]=[N:7]1. (4) The product is: [CH3:11][C:12]1([CH3:13])[CH2:14][N:15]1[S:16]([C:19]1[CH:38]=[CH:37][C:22]([NH:23][C:24]2[N:29]=[C:28]([C:30]3[N:34]([CH3:35])[C:33]([CH3:36])=[N:32][CH:31]=3)[CH:27]=[CH:26][N:25]=2)=[CH:21][CH:20]=1)(=[O:17])=[O:18]. Given the reactants C1(C)C=CC(S(O[CH2:11][C:12]([NH:15][S:16]([C:19]2[CH:38]=[CH:37][C:22]([NH:23][C:24]3[N:29]=[C:28]([C:30]4[N:34]([CH3:35])[C:33]([CH3:36])=[N:32][CH:31]=4)[CH:27]=[CH:26][N:25]=3)=[CH:21][CH:20]=2)(=[O:18])=[O:17])([CH3:14])[CH3:13])(=O)=O)=CC=1.C(=O)([O-])[O-].[K+].[K+], predict the reaction product.